From a dataset of Peptide-MHC class I binding affinity with 185,985 pairs from IEDB/IMGT. Regression. Given a peptide amino acid sequence and an MHC pseudo amino acid sequence, predict their binding affinity value. This is MHC class I binding data. The peptide sequence is TPVWHVTSA. The MHC is HLA-A31:01 with pseudo-sequence HLA-A31:01. The binding affinity (normalized) is 0.0847.